From a dataset of Peptide-MHC class I binding affinity with 185,985 pairs from IEDB/IMGT. Regression. Given a peptide amino acid sequence and an MHC pseudo amino acid sequence, predict their binding affinity value. This is MHC class I binding data. (1) The peptide sequence is LSISSDLNSI. The MHC is H-2-Db with pseudo-sequence H-2-Db. The binding affinity (normalized) is 0.279. (2) The peptide sequence is SFFQEIPVFL. The MHC is HLA-A33:01 with pseudo-sequence HLA-A33:01. The binding affinity (normalized) is 0.280. (3) The peptide sequence is LSPILAEEL. The MHC is Mamu-B17 with pseudo-sequence Mamu-B17. The binding affinity (normalized) is 0. (4) The peptide sequence is QPQWIAASII. The MHC is HLA-B51:01 with pseudo-sequence HLA-B51:01. The binding affinity (normalized) is 0.392. (5) The MHC is HLA-A31:01 with pseudo-sequence HLA-A31:01. The peptide sequence is PISELSRLRY. The binding affinity (normalized) is 0. (6) The peptide sequence is FGMPNPEGY. The MHC is HLA-A29:02 with pseudo-sequence HLA-A29:02. The binding affinity (normalized) is 0.706.